This data is from Forward reaction prediction with 1.9M reactions from USPTO patents (1976-2016). The task is: Predict the product of the given reaction. (1) The product is: [C:4]1([CH2:3][CH2:2][C:1]([O:18][CH2:17]/[CH:16]=[CH:15]/[CH:14]=[CH:13]/[CH3:12])=[O:10])[CH:9]=[CH:8][CH:7]=[CH:6][CH:5]=1. Given the reactants [C:1](Cl)(=[O:10])[CH2:2][CH2:3][C:4]1[CH:9]=[CH:8][CH:7]=[CH:6][CH:5]=1.[CH2:12](O)[C@@H:13](O)[C@@H:14](O)[C@H:15](O)[C@@H:16](O)[CH2:17][OH:18].C(N(CC)CC)C, predict the reaction product. (2) Given the reactants [NH2:1][CH2:2][CH2:3][N:4]([CH2:14][C:15]([N:17]1[CH2:21][C:20](=[O:22])[N:19]([C:23]2[CH:28]=[CH:27][CH:26]=[C:25]([Cl:29])[C:24]=2[CH3:30])[CH2:18]1)=[O:16])[C:5](=[O:13])[C:6]1[CH:11]=[CH:10][CH:9]=[C:8]([Cl:12])[CH:7]=1.[CH3:31][S:32](Cl)(=[O:34])=[O:33], predict the reaction product. The product is: [Cl:12][C:8]1[CH:7]=[C:6]([CH:11]=[CH:10][CH:9]=1)[C:5]([N:4]([CH2:14][C:15]([N:17]1[CH2:21][C:20](=[O:22])[N:19]([C:23]2[CH:28]=[CH:27][CH:26]=[C:25]([Cl:29])[C:24]=2[CH3:30])[CH2:18]1)=[O:16])[CH2:3][CH2:2][NH:1][S:32]([CH3:31])(=[O:34])=[O:33])=[O:13]. (3) Given the reactants Br[C:2]1[C:3]2[N:10]([CH2:11][CH3:12])[C:9]([C:13]3[C:14]([NH2:18])=[N:15][O:16][N:17]=3)=[N:8][C:4]=2[CH:5]=[N:6][CH:7]=1.C1(P(C2C=CC=CC=2)C2C=CC3C(=CC=CC=3)C=2C2C3C(=CC=CC=3)C=CC=2P(C2C=CC=CC=2)C2C=CC=CC=2)C=CC=CC=1.[NH:65]1[CH2:69][CH2:68][CH2:67][CH2:66]1.CC(C)([O-])C.[Na+], predict the reaction product. The product is: [CH2:11]([N:10]1[C:3]2[C:2]([N:65]3[CH2:69][CH2:68][CH2:67][CH2:66]3)=[CH:7][N:6]=[CH:5][C:4]=2[N:8]=[C:9]1[C:13]1[C:14]([NH2:18])=[N:15][O:16][N:17]=1)[CH3:12]. (4) Given the reactants [Cl-].[Cl-].[Cl-].[Al+3].CN(C=O)C.[C:10](Cl)(=[O:17])[C:11]1[CH:16]=[CH:15][N:14]=[CH:13][CH:12]=1.[C:19]([NH:22][C:23]1[CH:28]=[CH:27][CH:26]=[CH:25][CH:24]=1)(=[O:21])[CH3:20], predict the reaction product. The product is: [N:14]1[CH:15]=[CH:16][C:11]([C:10]([C:26]2[CH:27]=[CH:28][C:23]([NH:22][C:19](=[O:21])[CH3:20])=[CH:24][CH:25]=2)=[O:17])=[CH:12][CH:13]=1. (5) The product is: [Cl:22][C:16]1[CH:15]=[C:14]([CH3:19])[N:13]=[C:12](/[CH:11]=[CH:10]/[C:6]2[CH:7]=[CH:8][CH:9]=[C:4]([N+:1]([O-:3])=[O:2])[CH:5]=2)[N:17]=1. Given the reactants [N+:1]([C:4]1[CH:5]=[C:6](/[CH:10]=[CH:11]/[C:12]2[N:17]=[C:16](O)[CH:15]=[C:14]([CH3:19])[N:13]=2)[CH:7]=[CH:8][CH:9]=1)([O-:3])=[O:2].O=P(Cl)(Cl)[Cl:22], predict the reaction product. (6) The product is: [CH3:18][C:19]1[CH:26]=[CH:25][CH:24]=[C:23]([CH3:27])[C:20]=1[CH2:21][N:1]1[C:9]2[C:4](=[CH:5][CH:6]=[C:7]([CH:10]=[O:11])[CH:8]=2)[CH:3]=[CH:2]1. Given the reactants [NH:1]1[C:9]2[C:4](=[CH:5][CH:6]=[C:7]([CH:10]=[O:11])[CH:8]=2)[CH:3]=[CH:2]1.C(=O)([O-])[O-].[K+].[K+].[CH3:18][C:19]1[CH:26]=[CH:25][CH:24]=[C:23]([CH3:27])[C:20]=1[CH2:21]Cl, predict the reaction product. (7) Given the reactants [Cl-].[Br:2][C:3]1[CH:8]=[C:7]([F:9])[CH:6]=[CH:5][C:4]=1[NH:10][NH3+].[CH2:12]([O:14][C:15](=[O:24])[CH2:16][CH:17]1[CH2:22][CH2:21][CH2:20][CH2:19][C:18]1=O)[CH3:13], predict the reaction product. The product is: [Br:2][C:3]1[CH:8]=[C:7]([F:9])[CH:6]=[C:5]2[C:4]=1[NH:10][C:18]1[CH:17]([CH2:16][C:15]([O:14][CH2:12][CH3:13])=[O:24])[CH2:22][CH2:21][CH2:20][C:19]2=1.